From a dataset of Reaction yield outcomes from USPTO patents with 853,638 reactions. Predict the reaction yield, written as a fraction of the theoretical maximum amount of product (1.0 means a 100% yield; for example, 0.34 means a 34% yield). The reactants are C1(P(C2C=CC=CC=2)CCCP(C2C=CC=CC=2)C2C=CC=CC=2)C=CC=CC=1.Br[C:31]1[C:39]2[C:34](=[N:35][CH:36]=[C:37]([C:40]3[CH:41]=[C:42]([CH:46]=[CH:47][C:48]=3[Cl:49])[C:43]([OH:45])=[O:44])[CH:38]=2)[O:33][C:32]=1[C:50]1[CH:55]=[CH:54][C:53]([F:56])=[CH:52][CH:51]=1.[C:57]([O:60][CH2:61]C)(=[O:59])C. The catalyst is CO.CS(C)=O.C([O-])(=O)C.[Pd+2].C([O-])(=O)C. The product is [Cl:49][C:48]1[CH:47]=[CH:46][C:42]([C:43]([OH:45])=[O:44])=[CH:41][C:40]=1[C:37]1[CH:38]=[C:39]2[C:31]([C:57]([O:60][CH3:61])=[O:59])=[C:32]([C:50]3[CH:55]=[CH:54][C:53]([F:56])=[CH:52][CH:51]=3)[O:33][C:34]2=[N:35][CH:36]=1. The yield is 0.670.